This data is from Full USPTO retrosynthesis dataset with 1.9M reactions from patents (1976-2016). The task is: Predict the reactants needed to synthesize the given product. (1) Given the product [C:1]([OH:22])(=[O:21])[CH2:2][CH2:3][CH2:4][CH2:5][CH2:6][CH2:7][CH3:8], predict the reactants needed to synthesize it. The reactants are: [C:1]([OH:22])(=[O:21])[CH2:2][CH2:3][CH2:4]/[CH:5]=[CH:6]\[CH2:7]/[CH:8]=C\C/C=C\C/C=C\CCCCC. (2) The reactants are: Cl.[CH3:2][O:3][C:4]([CH:6]1[C:11](=[O:12])[CH2:10][CH2:9][NH:8][CH2:7]1)=[O:5].C(N(CC)CC)C.[C:20](O[C:20]([O:22][C:23]([CH3:26])([CH3:25])[CH3:24])=[O:21])([O:22][C:23]([CH3:26])([CH3:25])[CH3:24])=[O:21]. Given the product [O:12]=[C:11]1[CH2:10][CH2:9][N:8]([C:20]([O:22][C:23]([CH3:26])([CH3:25])[CH3:24])=[O:21])[CH2:7][CH:6]1[C:4]([O:3][CH3:2])=[O:5], predict the reactants needed to synthesize it. (3) Given the product [C:1]([CH:5]1[CH2:10][CH2:9]/[C:8](=[N:16]/[OH:17])/[CH:7]([CH2:12][C:13]#[CH:14])[CH2:6]1)([CH3:4])([CH3:3])[CH3:2], predict the reactants needed to synthesize it. The reactants are: [C:1]([CH:5]1[CH2:10][CH2:9][C:8](=O)[CH:7]([CH2:12][C:13]#[CH:14])[CH2:6]1)([CH3:4])([CH3:3])[CH3:2].Cl.[NH2:16][OH:17].N1C=CC=CC=1.